Dataset: Forward reaction prediction with 1.9M reactions from USPTO patents (1976-2016). Task: Predict the product of the given reaction. (1) The product is: [NH2:14][C:17]1[CH:25]=[CH:24][C:23]([O:26][CH3:27])=[CH:22][C:18]=1[C:19]([OH:21])=[O:20]. Given the reactants COC1C=CC2SCCNCC=2C=1.[N+:14]([C:17]1[CH:25]=[CH:24][C:23]([O:26][CH3:27])=[CH:22][C:18]=1[C:19]([OH:21])=[O:20])([O-])=O, predict the reaction product. (2) Given the reactants Br[C:2]1[CH:3]=[C:4]([NH:10][C@@H:11]2[CH2:16][CH2:15][CH2:14][CH2:13][C@@H:12]2[NH:17][C:18](=[O:24])[O:19][C:20]([CH3:23])([CH3:22])[CH3:21])[CH:5]=[CH:6][C:7]=1[C:8]#[N:9].[NH2:25][C:26]1[O:30][N:29]=[C:28]([C:31]2[CH:36]=[CH:35][CH:34]=[CH:33][CH:32]=2)[CH:27]=1.O.O.O.[O-]C1C=CC=CC=1.[Na+].CC1(C)C2C(=C(P(C3C=CC=CC=3)C3C=CC=CC=3)C=CC=2)OC2C(P(C3C=CC=CC=3)C3C=CC=CC=3)=CC=CC1=2, predict the reaction product. The product is: [C:8]([C:7]1[CH:6]=[CH:5][C:4]([NH:10][C@@H:11]2[CH2:16][CH2:15][CH2:14][CH2:13][C@@H:12]2[NH:17][C:18](=[O:24])[O:19][C:20]([CH3:23])([CH3:22])[CH3:21])=[CH:3][C:2]=1[NH:25][C:26]1[O:30][N:29]=[C:28]([C:31]2[CH:36]=[CH:35][CH:34]=[CH:33][CH:32]=2)[CH:27]=1)#[N:9].